This data is from Catalyst prediction with 721,799 reactions and 888 catalyst types from USPTO. The task is: Predict which catalyst facilitates the given reaction. The catalyst class is: 5. Product: [CH:14]1([C:13]2[N:12]=[C:11]([NH2:18])[N:10]=[C:9]([NH2:19])[C:8]=2[C:5]2[CH:4]=[CH:3][C:2]([NH:1][CH2:28][C:27]3[CH:26]=[CH:25][C:24]([S:21]([CH3:20])(=[O:23])=[O:22])=[CH:31][CH:30]=3)=[CH:7][CH:6]=2)[CH2:15][CH2:16][CH2:17]1. Reactant: [NH2:1][C:2]1[CH:7]=[CH:6][C:5]([C:8]2[C:9]([NH2:19])=[N:10][C:11]([NH2:18])=[N:12][C:13]=2[CH:14]2[CH2:17][CH2:16][CH2:15]2)=[CH:4][CH:3]=1.[CH3:20][S:21]([C:24]1[CH:31]=[CH:30][C:27]([CH:28]=O)=[CH:26][CH:25]=1)(=[O:23])=[O:22].[BH3-]C#N.[Na+].CC(O)=O.